The task is: Predict the reactants needed to synthesize the given product.. This data is from Full USPTO retrosynthesis dataset with 1.9M reactions from patents (1976-2016). (1) Given the product [CH3:1][O:2][C:3]1([O:5][CH3:6])[CH2:10][C:9](=[CH:8][C:7]([O:12][CH2:13][CH3:14])=[O:11])[CH2:4]1, predict the reactants needed to synthesize it. The reactants are: [CH3:1][O:2][C:3]([O:5][CH3:6])=[CH2:4].[C:7]([O:12][CH2:13][CH3:14])(=[O:11])[CH:8]=[C:9]=[CH2:10]. (2) Given the product [CH3:2][C:3]1[C:11]2[C:10](=[O:12])[NH:9][C:8]([CH:13]3[CH2:14][CH2:15][N:16]([CH:30]4[CH2:26][CH2:27][N:28]([C:31]([O:33][C:34]([CH3:37])([CH3:36])[CH3:35])=[O:32])[CH2:29]4)[CH2:17][CH2:18]3)=[N:7][C:6]=2[N:5]([C:19]2[CH:24]=[CH:23][CH:22]=[CH:21][CH:20]=2)[N:4]=1, predict the reactants needed to synthesize it. The reactants are: Cl.[CH3:2][C:3]1[C:11]2[C:10](=[O:12])[NH:9][C:8]([CH:13]3[CH2:18][CH2:17][NH:16][CH2:15][CH2:14]3)=[N:7][C:6]=2[N:5]([C:19]2[CH:24]=[CH:23][CH:22]=[CH:21][CH:20]=2)[N:4]=1.O=[C:26]1[CH2:30][CH2:29][N:28]([C:31]([O:33][C:34]([CH3:37])([CH3:36])[CH3:35])=[O:32])[CH2:27]1.[BH3-]C#N.[Na+]. (3) The reactants are: [CH3:1][CH2:2][CH:3]([C:6]1[CH:7]=[C:8]([CH:12]=[CH:13][N:14]=1)[C:9]([OH:11])=[O:10])CC.C(C1C=C(C=CN=1)C(OC)=O)CC. Given the product [CH2:3]([C:6]1[CH:7]=[C:8]([CH:12]=[CH:13][N:14]=1)[C:9]([OH:11])=[O:10])[CH2:2][CH3:1], predict the reactants needed to synthesize it. (4) Given the product [C:27]([O:32][CH2:2][CH2:3][CH2:4][C:5]([O:7][CH:8]1[CH:12]2[O:13][C:14](=[O:21])[CH:15]3[CH:16]([C:17]([O:19][CH3:20])=[O:18])[CH:9]1[CH2:10][CH:11]23)=[O:6])(=[O:31])[C:28]([CH3:30])=[CH2:29], predict the reactants needed to synthesize it. The reactants are: Cl[CH2:2][CH2:3][CH2:4][C:5]([O:7][CH:8]1[CH:12]2[O:13][C:14](=[O:21])[CH:15]3[CH:16]([C:17]([O:19][CH3:20])=[O:18])[CH:9]1[CH2:10][CH:11]23)=[O:6].CN(C)C=O.[C:27]([O-:32])(=[O:31])[C:28]([CH3:30])=[CH2:29].[Na+].[I-].[Na+]. (5) Given the product [C:44]([NH:40][CH2:39][C@@H:32]1[O:21][C:22](=[O:23])[N:29]([C:9]2[CH:8]=[C:7]3[C:12]([C:13](=[O:14])[C:4]([C:1]([OH:3])=[O:2])=[CH:5][N:6]3[CH:17]3[CH2:19][CH2:18]3)=[CH:11][C:10]=2[F:15])[CH2:33]1)(=[O:45])[CH3:43], predict the reactants needed to synthesize it. The reactants are: [C:1]([C:4]1[C:13](=[O:14])[C:12]2[C:7](=[CH:8][C:9](Cl)=[C:10]([F:15])[CH:11]=2)[N:6]([CH:17]2[CH2:19][CH2:18]2)[CH:5]=1)([OH:3])=[O:2].N[OH:21].[C:22]([N:29]1[CH:33]=[CH:32]N=C1)(N1C=CN=C1)=[O:23].N1C=CN=C1.[CH3:39][N:40]1[C:44](=[O:45])[CH2:43]CC1. (6) Given the product [C:2]([C:3]1[N:4]=[C:5]2[C:11]([C:12](=[O:17])[C:13]([CH3:15])([CH3:14])[CH3:16])=[CH:10][NH:9][C:6]2=[N:7][CH:8]=1)(=[O:1])[C:18]1[CH:19]=[CH:20][CH:21]=[CH:22][CH:23]=1, predict the reactants needed to synthesize it. The reactants are: [OH:1][CH:2]([C:18]1[CH:23]=[CH:22][CH:21]=[CH:20][CH:19]=1)[C:3]1[N:4]=[C:5]2[C:11]([C:12](=[O:17])[C:13]([CH3:16])([CH3:15])[CH3:14])=[CH:10][NH:9][C:6]2=[N:7][CH:8]=1.CC(OI1(OC(C)=O)(OC(C)=O)OC(=O)C2C=CC=CC1=2)=O. (7) Given the product [Cl:1][C:2]1[CH:3]=[CH:4][C:5]([C:8]#[C:9][C:10]2[CH:15]=[CH:14][C:13]([CH2:16][NH:17][C:18]3[CH:30]=[CH:29][C:21]4[O:22][C:23]([CH3:28])([CH3:27])[O:24][C:25](=[O:26])[C:20]=4[CH:19]=3)=[CH:12][CH:11]=2)=[CH:6][CH:7]=1, predict the reactants needed to synthesize it. The reactants are: [Cl:1][C:2]1[CH:7]=[CH:6][C:5]([C:8]#[C:9][C:10]2[CH:15]=[CH:14][C:13](/[CH:16]=[N:17]/[C:18]3[CH:30]=[CH:29][C:21]4[O:22][C:23]([CH3:28])([CH3:27])[O:24][C:25](=[O:26])[C:20]=4[CH:19]=3)=[CH:12][CH:11]=2)=[CH:4][CH:3]=1.C(O[BH-](OC(=O)C)OC(=O)C)(=O)C.[Na+].C(O)(=O)C. (8) Given the product [C:1]([S:3][CH:12]1[CH2:13][CH2:14][N:15]([C:17]([C:24]2[CH:25]=[CH:26][CH:27]=[CH:28][CH:29]=2)([C:30]2[CH:35]=[CH:34][CH:33]=[CH:32][CH:31]=2)[C:18]2[CH:19]=[CH:20][CH:21]=[CH:22][CH:23]=2)[CH2:16][C:11]1=[CH:10][C:36]1[CH:40]=[CH:39][N:38]([CH2:41][CH2:42][C:43]([O:45][CH2:46][CH3:47])=[O:44])[N:37]=1)(=[O:4])[CH3:2], predict the reactants needed to synthesize it. The reactants are: [C:1]([O-:4])(=[S:3])[CH3:2].[K+].C(S[CH:10]([C:36]1[CH:40]=[CH:39][N:38]([CH2:41][CH2:42][C:43]([O:45][CH2:46][CH3:47])=[O:44])[N:37]=1)[C:11]1[CH2:16][N:15]([C:17]([C:30]2[CH:35]=[CH:34][CH:33]=[CH:32][CH:31]=2)([C:24]2[CH:29]=[CH:28][CH:27]=[CH:26][CH:25]=2)[C:18]2[CH:23]=[CH:22][CH:21]=[CH:20][CH:19]=2)[CH2:14][CH2:13][CH:12]=1)(=O)C. (9) Given the product [CH3:79][O:78][C:72]1[CH:73]=[C:74]([O:76][CH3:77])[CH:75]=[C:3]([O:2][CH3:1])[C:4]=1/[CH:5]=[CH:6]/[CH:7]([S:31]([CH:34](/[CH:58]=[CH:59]/[C:60]1[C:61]([O:70][CH3:71])=[CH:62][C:63]([O:68][CH3:69])=[CH:64][C:65]=1[O:66][CH3:67])[C:35]1[CH:40]=[CH:39][C:38]([O:41][CH3:42])=[C:37]([NH:43][C:44](=[O:57])[C:45]2[CH:50]=[C:49]([NH2:51])[CH:48]=[C:47]([NH2:54])[CH:46]=2)[CH:36]=1)(=[O:32])=[O:33])[C:8]1[CH:13]=[CH:12][C:11]([O:14][CH3:15])=[C:10]([NH:16][C:17](=[O:30])[C:18]2[CH:19]=[C:20]([NH2:27])[CH:21]=[C:22]([NH2:24])[CH:23]=2)[CH:9]=1, predict the reactants needed to synthesize it. The reactants are: [CH3:1][O:2][C:3]1[CH:75]=[C:74]([O:76][CH3:77])[CH:73]=[C:72]([O:78][CH3:79])[C:4]=1/[CH:5]=[CH:6]/[CH:7]([S:31]([CH:34](/[CH:58]=[CH:59]/[C:60]1[C:65]([O:66][CH3:67])=[CH:64][C:63]([O:68][CH3:69])=[CH:62][C:61]=1[O:70][CH3:71])[C:35]1[CH:40]=[CH:39][C:38]([O:41][CH3:42])=[C:37]([NH:43][C:44](=[O:57])[C:45]2[CH:50]=[C:49]([N+:51]([O-])=O)[CH:48]=[C:47]([N+:54]([O-])=O)[CH:46]=2)[CH:36]=1)(=[O:33])=[O:32])[C:8]1[CH:13]=[CH:12][C:11]([O:14][CH3:15])=[C:10]([NH:16][C:17](=[O:30])[C:18]2[CH:23]=[C:22]([N+:24]([O-])=O)[CH:21]=[C:20]([N+:27]([O-])=O)[CH:19]=2)[CH:9]=1.S(S([O-])=O)([O-])=O.[Na+].[Na+].O. (10) Given the product [ClH:42].[ClH:52].[NH2:28][C@H:25]1[CH2:26][CH2:27][C@H:22]([N:20]2[CH:21]=[C:17]([NH:16][C:15]3[C:14]4[C:9](=[CH:10][CH:11]=[C:12]([C:36]5[CH:37]=[C:38]([Cl:44])[C:39]([OH:43])=[C:40]([Cl:42])[CH:41]=5)[CH:13]=4)[N:8]=[CH:7][C:6]=3[C:4]([CH:1]3[CH2:2][CH2:3]3)=[O:5])[CH:18]=[N:19]2)[CH2:23][CH2:24]1, predict the reactants needed to synthesize it. The reactants are: [CH:1]1([C:4]([C:6]2[CH:7]=[N:8][C:9]3[C:14]([C:15]=2[NH:16][C:17]2[CH:18]=[N:19][N:20]([C@H:22]4[CH2:27][CH2:26][C@H:25]([NH:28]C(=O)OC(C)(C)C)[CH2:24][CH2:23]4)[CH:21]=2)=[CH:13][C:12]([C:36]2[CH:41]=[C:40]([Cl:42])[C:39]([OH:43])=[C:38]([Cl:44])[CH:37]=2)=[CH:11][CH:10]=3)=[O:5])[CH2:3][CH2:2]1.FC(F)(F)C(O)=O.[ClH:52].